Dataset: Catalyst prediction with 721,799 reactions and 888 catalyst types from USPTO. Task: Predict which catalyst facilitates the given reaction. Reactant: [Li].N.C([N:10]1[CH:15]([CH3:16])[CH2:14][N:13]([C:17]([O:19][C:20]([CH3:23])([CH3:22])[CH3:21])=[O:18])[CH:12]([CH2:24][CH3:25])[C:11]1=[O:26])C1C=CC=CC=1.[Cl-].[NH4+]. Product: [CH2:24]([CH:12]1[C:11](=[O:26])[NH:10][CH:15]([CH3:16])[CH2:14][N:13]1[C:17]([O:19][C:20]([CH3:22])([CH3:21])[CH3:23])=[O:18])[CH3:25]. The catalyst class is: 56.